This data is from hERG potassium channel inhibition data for cardiac toxicity prediction from Karim et al.. The task is: Regression/Classification. Given a drug SMILES string, predict its toxicity properties. Task type varies by dataset: regression for continuous values (e.g., LD50, hERG inhibition percentage) or binary classification for toxic/non-toxic outcomes (e.g., AMES mutagenicity, cardiotoxicity, hepatotoxicity). Dataset: herg_karim. (1) The molecule is CCc1nc2ccc(C3CCN(CC(=O)N4CC(O)C4)CC3)cn2c1N(C)c1nc(-c2ccc(F)cc2)cs1. The result is 1 (blocker). (2) The molecule is Nc1ccc2cc3ccccc3cc2c1. The result is 0 (non-blocker). (3) The molecule is Cc1c(Cl)cccc1C(=O)N(CC(C)C)C1CCNC1. The result is 0 (non-blocker). (4) The molecule is Cc1cnc(-c2cccc3c2C[C@H](NC(=O)c2ccc(OCC(F)(F)F)nc2)CO3)cn1. The result is 0 (non-blocker). (5) The compound is COc1ccc([C@@H](C)N[C@@H]2CC[C@@H](C(=O)C3CCC(c4ccccc4)(c4nnc(C)s4)CC3)C(C)(C)C2)cc1. The result is 0 (non-blocker). (6) The compound is Cc1c([C@@H](O)CN2CCC3(CC2)CN(c2ccc(=O)n(C)n2)C3)ccc2c1COC2=O. The result is 0 (non-blocker).